This data is from Reaction yield outcomes from USPTO patents with 853,638 reactions. The task is: Predict the reaction yield, written as a fraction of the theoretical maximum amount of product (1.0 means a 100% yield; for example, 0.34 means a 34% yield). The reactants are [Cl-].[CH2:2]([N+:4]1[CH:8]=[CH:7][N:6]([CH3:9])[CH:5]=1)[CH3:3].[F:10][C:11]([F:19])([S:15]([O-:18])(=[O:17])=[O:16])[CH:12]([F:14])[F:13].[K+].[Cl-].[K+]. The catalyst is CC(C)=O. The product is [F:10][C:11]([F:19])([S:15]([O-:18])(=[O:17])=[O:16])[CH:12]([F:14])[F:13].[CH2:2]([N+:4]1[CH:8]=[CH:7][N:6]([CH3:9])[CH:5]=1)[CH3:3]. The yield is 0.640.